From a dataset of Experimentally validated miRNA-target interactions with 360,000+ pairs, plus equal number of negative samples. Binary Classification. Given a miRNA mature sequence and a target amino acid sequence, predict their likelihood of interaction. (1) The miRNA is hsa-miR-4458 with sequence AGAGGUAGGUGUGGAAGAA. The protein sequence of the target gene is MENSQLCKLFIGGLNVQTSESGLRGHFEAFGTLTDCVVVVNPQTKRSRCFGFVTYSNVEEADAAMAASPHAVDGNTVELKRAVSREDSARPGAHAKVKKLFVGGLKGDVAEGDLIEHFSQFGAVEKAEIIADKQSGKKRGFGFVYFQSHDAADKAAVVKFHPIQGHRVEVKKAVPKEDIHAGGGGARAARGGRGGGRGRGGGGGGGGRDQNGLAKGGGGGGGGYNSYGGYGGYGAYGGGGGGGGSYGGSDYGNGFGGFGSYSQHQSSYGPMKSGGGGGGGGSWGGRSNSGPYRGGYGGGY.... Result: 0 (no interaction). (2) The miRNA is mmu-miR-132-3p with sequence UAACAGUCUACAGCCAUGGUCG. The protein sequence of the target gene is MAFSDLTSRTVRFYDNWIKDADPRVEDYLLMSSPLPQTIILGLYVYFVTSLGPKLMENRKPFELKKAMITYNFFIVLFSVYMCYEFVMSGWGTGYSFRCDIVDYSQSPRAMRMVHTCWLYYFSKFIELLDTIFFVLRKKNSQVTFLHVFHHTIMPWTWWFGVKFAAGGLGTFHAFLNTAVHVVMYSYYGLCAMGPAYQKYLWWKKHLTSLQLVQFVLVTIHIGQIFFMEDCNYQYPVFLYIIMSYGCIFLLLFLHFWYRAYTKGQRLPKTLENGNCKSKRH. Result: 1 (interaction). (3) The miRNA is gga-miR-365-3p with sequence UAAUGCCCCUAAAAAUCCUUAU. The protein sequence of the target gene is MAGAEGAAGRQSELEPVVSLVDVLEEDEELENEACAVLGGSDSEKCSYSQGSVKRQALYACSTCTPEGEEPAGICLACSYECHGSHKLFELYTKRNFRCDCGNSKFKNLECKLLPDKAKVNSGNKYNDNFFGLYCICKRPYPDPEDEIPDEMIQCVVCEDWFHGRHLGAIPPESGDFQEMVCQACMKRCSFLWAYAAQLAVTKISTEDDGLVRNIDGIGDQEVIKPENGEHQDSTLKEDVPEQGKDDVREVKVEQNSEPCAGSSSESDLQTVFKNESLNAESKSGCKLQELKAKQLIKKD.... Result: 0 (no interaction).